From a dataset of Forward reaction prediction with 1.9M reactions from USPTO patents (1976-2016). Predict the product of the given reaction. (1) Given the reactants [Br:1][C:2]1[CH:14]=[CH:13][C:12]([F:15])=[CH:11][C:3]=1[O:4][CH:5]1[CH2:10][CH2:9][NH:8][CH2:7][CH2:6]1.[N:16]#[C:17]Br.C(N(CC)CC)C, predict the reaction product. The product is: [Br:1][C:2]1[CH:14]=[CH:13][C:12]([F:15])=[CH:11][C:3]=1[O:4][CH:5]1[CH2:6][CH2:7][N:8]([C:17]#[N:16])[CH2:9][CH2:10]1. (2) Given the reactants B(Br)(Br)Br.C[N:6]([C:11](=[O:33])[C:12]1[CH:17]=[C:16]([Cl:18])[C:15]([O:19][C:20]2[CH:25]=[C:24]([CH:26]([CH3:28])[CH3:27])[C:23]([OH:29])=[C:22]([C:30]#[N:31])[CH:21]=2)=[C:14]([Cl:32])[CH:13]=1)[CH2:7][C:8]([OH:10])=[O:9], predict the reaction product. The product is: [Cl:18][C:16]1[CH:17]=[C:12]([CH:13]=[C:14]([Cl:32])[C:15]=1[O:19][C:20]1[CH:25]=[C:24]([CH:26]([CH3:28])[CH3:27])[C:23]([OH:29])=[C:22]([C:30]#[N:31])[CH:21]=1)[C:11]([NH:6][CH2:7][C:8]([OH:10])=[O:9])=[O:33]. (3) Given the reactants CC1(C)C2C(=C(P(C3C=CC=CC=3)C3C=CC=CC=3)C=CC=2)OC2C(P(C3C=CC=CC=3)C3C=CC=CC=3)=CC=CC1=2.C(=O)([O-])[O-].[Cs+].[Cs+].Cl[C:50]1[CH:51]=[CH:52][C:53]2[CH2:59][N:58]([CH3:60])[CH2:57][CH:56]([CH2:61][CH2:62][C:63]([F:66])([F:65])[F:64])[O:55][C:54]=2[N:67]=1.[CH3:68][O:69][C:70]1[N:75]=[C:74]([NH2:76])[CH:73]=[CH:72][C:71]=1[N:77]1[CH:81]=[C:80]([CH3:82])[N:79]=[CH:78]1, predict the reaction product. The product is: [CH3:68][O:69][C:70]1[N:75]=[C:74]([NH:76][C:50]2[CH:51]=[CH:52][C:53]3[CH2:59][N:58]([CH3:60])[CH2:57][CH:56]([CH2:61][CH2:62][C:63]([F:66])([F:65])[F:64])[O:55][C:54]=3[N:67]=2)[CH:73]=[CH:72][C:71]=1[N:77]1[CH:81]=[C:80]([CH3:82])[N:79]=[CH:78]1. (4) Given the reactants [N:1]1([CH2:7][C:8]2[CH:13]=[CH:12][C:11]([CH2:14][NH:15][C:16](=[O:18])[CH3:17])=[CH:10][CH:9]=2)[CH2:6][CH2:5][NH:4][CH2:3][CH2:2]1.Cl[C:20]1[N:25]=[C:24]([CH3:26])[CH:23]=[C:22]([CH3:27])[N:21]=1.C(=O)([O-])[O-].[K+].[K+].O, predict the reaction product. The product is: [CH3:27][C:22]1[CH:23]=[C:24]([CH3:26])[N:25]=[C:20]([N:4]2[CH2:5][CH2:6][N:1]([CH2:7][C:8]3[CH:9]=[CH:10][C:11]([CH2:14][NH:15][C:16](=[O:18])[CH3:17])=[CH:12][CH:13]=3)[CH2:2][CH2:3]2)[N:21]=1. (5) Given the reactants [C:1]([O:5][C:6]([N:8]1[CH2:20][C@@H:19]([CH3:21])[N:18]2[C:10](=[CH:11][C:12]3[C:17]2=[N:16][C:15]([CH3:22])=[CH:14][CH:13]=3)[CH2:9]1)=[O:7])([CH3:4])([CH3:3])[CH3:2].[Cl:23]N1C(=O)CCC1=O, predict the reaction product. The product is: [C:1]([O:5][C:6]([N:8]1[CH2:20][C@@H:19]([CH3:21])[N:18]2[C@H:10]([CH2:11][C:12]3[C:17]2=[N:16][C:15]([CH3:22])=[C:14]([Cl:23])[CH:13]=3)[CH2:9]1)=[O:7])([CH3:4])([CH3:3])[CH3:2]. (6) Given the reactants [O:1]=[C:2]1[CH:7]([CH2:8][C:9]2[N:10]=[CH:11][N:12]3[C:21]4[C:16](=[CH:17][C:18](OS(C(F)(F)F)(=O)=O)=[CH:19][CH:20]=4)[CH2:15][CH2:14][C:13]=23)[CH2:6][CH2:5][CH2:4][N:3]1[C:30]([O:32][C:33]([CH3:36])([CH3:35])[CH3:34])=[O:31].C(=O)([O-])[O-].[Cs+].[Cs+].O1C[CH2:46][CH2:45][CH2:44]1, predict the reaction product. The product is: [O:1]=[C:2]1[CH:7]([CH2:8][C:9]2[N:10]=[CH:11][N:12]3[C:21]4[C:16](=[CH:17][C:18]([C:45]([CH3:46])=[CH2:44])=[CH:19][CH:20]=4)[CH2:15][CH2:14][C:13]=23)[CH2:6][CH2:5][CH2:4][N:3]1[C:30]([O:32][C:33]([CH3:34])([CH3:35])[CH3:36])=[O:31]. (7) Given the reactants CCN(CC)CC.[Br:8][C:9]1[N:13]2[CH:14]=[C:15]([C:22]3[CH:26]=[CH:25][O:24][CH:23]=3)[CH:16]=[C:17]([C:18]([F:21])([F:20])[F:19])[C:12]2=[N:11][C:10]=1[C:27](O)=[O:28].Cl.[NH:31]1[CH2:36][CH2:35][CH:34]([N:37]2[CH2:41][CH2:40][O:39][C:38]2=[O:42])[CH2:33][CH2:32]1.C(Cl)CCl.C1C=CC2N(O)N=NC=2C=1, predict the reaction product. The product is: [Br:8][C:9]1[N:13]2[CH:14]=[C:15]([C:22]3[CH:26]=[CH:25][O:24][CH:23]=3)[CH:16]=[C:17]([C:18]([F:20])([F:21])[F:19])[C:12]2=[N:11][C:10]=1[C:27]([N:31]1[CH2:32][CH2:33][CH:34]([N:37]2[CH2:41][CH2:40][O:39][C:38]2=[O:42])[CH2:35][CH2:36]1)=[O:28].